Task: Predict the product of the given reaction.. Dataset: Forward reaction prediction with 1.9M reactions from USPTO patents (1976-2016) (1) The product is: [CH:18]1[C:7]2[C:2](=[CH:3][CH:4]=[CH:5][CH:6]=2)[CH:21]=[CH:20][C:19]=1[C:8]1[CH:17]=[CH:16][C:15]([C:35]2([OH:37])[C:34]3[CH:33]=[CH:32][CH:31]=[CH:30][C:29]=3[C:28]([C:2]3[CH:3]=[CH:4][C:5]([C:8]4[CH:9]=[CH:10][C:11]5[C:16](=[CH:15][CH:14]=[CH:13][CH:12]=5)[CH:17]=4)=[CH:6][CH:7]=3)([OH:38])[C:27]3[C:36]2=[CH:23][CH:24]=[CH:25][CH:26]=3)=[CH:10][CH:9]=1. Given the reactants Br[C:2]1[CH:7]=[CH:6][C:5]([C:8]2[CH:17]=[CH:16][C:15]3[C:10](=[CH:11][CH:12]=[CH:13][CH:14]=3)[CH:9]=2)=[CH:4][CH:3]=1.[CH2:18]([Li])[CH2:19][CH2:20][CH3:21].[CH:23]1[C:36]2[C:35](=[O:37])[C:34]3[C:29](=[CH:30][CH:31]=[CH:32][CH:33]=3)[C:28](=[O:38])[C:27]=2[CH:26]=[CH:25][CH:24]=1.[Cl-].[NH4+], predict the reaction product. (2) Given the reactants [O-]CC.[Na+].[CH2:5]([C@:7]12[CH2:31][CH2:30][C:29](=[O:32])[CH2:28][C@H:8]1[CH2:9][CH2:10][CH2:11][C:12]1[CH:13]=[C:14]3[C:18](=[CH:19][C:20]=12)[CH:17]=[N:16][N:15]3[C:21]1[CH:26]=[CH:25][C:24]([F:27])=[CH:23][CH:22]=1)[CH3:6].[CH2:33]([C@@:35]12[CH2:59][CH2:58][C:57](=[O:60])[CH2:56][C@@H:36]1[CH2:37][CH2:38][CH2:39][C:40]1[CH:41]=[C:42]3[C:46](=[CH:47][C:48]=12)[CH:45]=[N:44][N:43]3[C:49]1[CH:54]=[CH:53][C:52]([F:55])=[CH:51][CH:50]=1)[CH3:34].C1COCC1.[CH:66](=O)[C:67]1[CH:72]=[CH:71][CH:70]=[CH:69][CH:68]=1, predict the reaction product. The product is: [CH:33](=[C:30]1/[CH2:31][C@:7]2([CH2:5][CH3:6])[C:20]3=[CH:19][C:18]4[CH:17]=[N:16][N:15]([C:21]5[CH:22]=[CH:23][C:24]([F:27])=[CH:25][CH:26]=5)[C:14]=4[CH:13]=[C:12]3[CH2:11][CH2:10][CH2:9][C@H:8]2[CH2:28][C:29]/1=[O:32])/[C:35]1[CH:59]=[CH:58][CH:57]=[CH:56][CH:36]=1.[CH:66](=[C:58]1/[CH2:59][C@@:35]2([CH2:33][CH3:34])[C:48]3=[CH:47][C:46]4[CH:45]=[N:44][N:43]([C:49]5[CH:50]=[CH:51][C:52]([F:55])=[CH:53][CH:54]=5)[C:42]=4[CH:41]=[C:40]3[CH2:39][CH2:38][CH2:37][C@@H:36]2[CH2:56][C:57]/1=[O:60])/[C:67]1[CH:72]=[CH:71][CH:70]=[CH:69][CH:68]=1. (3) Given the reactants [CH3:1][O:2][C:3]1[CH:4]=[C:5]([CH:22]=[C:23]([O:25][CH3:26])[CH:24]=1)[C:6]1[O:7][C:8]2[C:13]([C:14](=[O:16])[CH:15]=1)=[CH:12][CH:11]=[C:10]([O:17][CH2:18][CH:19]1[O:21][CH2:20]1)[CH:9]=2.[C:27]1([N:33]2[CH2:38][CH2:37][NH:36][CH2:35][CH2:34]2)[CH:32]=[CH:31][CH:30]=[CH:29][CH:28]=1, predict the reaction product. The product is: [CH3:1][O:2][C:3]1[CH:4]=[C:5]([CH:22]=[C:23]([O:25][CH3:26])[CH:24]=1)[C:6]1[O:7][C:8]2[C:13]([C:14](=[O:16])[CH:15]=1)=[CH:12][CH:11]=[C:10]([O:17][CH2:18][CH:19]([OH:21])[CH2:20][N:36]1[CH2:37][CH2:38][N:33]([C:27]3[CH:32]=[CH:31][CH:30]=[CH:29][CH:28]=3)[CH2:34][CH2:35]1)[CH:9]=2. (4) Given the reactants [Br:1][C:2]1[CH:3]=[C:4]([CH:8]=[CH:9][C:10]=1[OH:11])[C:5]([OH:7])=[O:6].S(=O)(=O)(O)O.[OH-].[Na+].[CH3:19]O, predict the reaction product. The product is: [Br:1][C:2]1[CH:3]=[C:4]([CH:8]=[CH:9][C:10]=1[OH:11])[C:5]([O:7][CH3:19])=[O:6]. (5) Given the reactants C(N)C1C=CC=CC=1.C(=O)(O[CH2:13][CH:14]=[CH:15][C:16]1[CH:21]=[CH:20][CH:19]=[CH:18][CH:17]=1)OC.[NH2:23][C:24]1[CH:29]=[CH:28][CH:27]=[CH:26][CH:25]=1, predict the reaction product. The product is: [C:16]1([CH:15]([C:24]2([NH2:23])[CH:29]=[CH:28][CH:27]=[CH:26][CH2:25]2)[CH:14]=[CH2:13])[CH:21]=[CH:20][CH:19]=[CH:18][CH:17]=1. (6) Given the reactants [CH3:1][OH:2].Br[CH2:4][C:5]1[CH:14]=[C:13]([OH:15])[CH:12]=[C:11]2[C:6]=1[CH2:7][CH:8]([C:19]1[CH:24]=[CH:23][C:22]([OH:25])=[CH:21][CH:20]=1)[CH:9]1[CH2:18][CH2:17][CH2:16][CH:10]12.Cl, predict the reaction product. The product is: [OH:25][C:22]1[CH:21]=[CH:20][C:19]([CH:8]2[CH2:7][C:6]3[C:11](=[CH:12][C:13]([OH:15])=[CH:14][C:5]=3[CH2:4][O:2][CH3:1])[CH:10]3[CH2:16][CH2:17][CH2:18][CH:9]23)=[CH:24][CH:23]=1. (7) Given the reactants [N+:1]([C:4]1[CH:9]=[CH:8][C:7]([C:10]2[C:18]3[C:17]([NH2:19])=[N:16][CH:15]=[N:14][C:13]=3[S:12][CH:11]=2)=[CH:6][CH:5]=1)([O-])=O.[Sn].C(OCC)(=O)C.[NH4+].[OH-], predict the reaction product. The product is: [NH2:1][C:4]1[CH:5]=[CH:6][C:7]([C:10]2[C:18]3[C:17]([NH2:19])=[N:16][CH:15]=[N:14][C:13]=3[S:12][CH:11]=2)=[CH:8][CH:9]=1.